Dataset: Full USPTO retrosynthesis dataset with 1.9M reactions from patents (1976-2016). Task: Predict the reactants needed to synthesize the given product. (1) Given the product [C:31]([C:33]1[CH:38]=[C:37]([C:2]2[CH:7]=[CH:6][CH:5]=[CH:4][C:3]=2[CH2:8][CH2:9][C:10]([N:12]([CH:22]([CH3:24])[CH3:23])[NH:13][C:14](=[O:21])[C:15]2[CH:20]=[CH:19][CH:18]=[CH:17][CH:16]=2)=[O:11])[CH:36]=[CH:35][CH:34]=1)#[N:32], predict the reactants needed to synthesize it. The reactants are: Br[C:2]1[CH:7]=[CH:6][CH:5]=[CH:4][C:3]=1[CH2:8][CH2:9][C:10]([N:12]([CH:22]([CH3:24])[CH3:23])[NH:13][C:14](=[O:21])[C:15]1[CH:20]=[CH:19][CH:18]=[CH:17][CH:16]=1)=[O:11].C([O-])([O-])=O.[Na+].[Na+].[C:31]([C:33]1[CH:34]=[C:35](B(O)O)[CH:36]=[CH:37][CH:38]=1)#[N:32]. (2) The reactants are: C([O:5][C:6]([N:8]1[CH2:13][CH:12]=[C:11]([B:14]2[O:18][C:17]([CH3:20])([CH3:19])[C:16]([CH3:22])([CH3:21])[O:15]2)[CH2:10][CH2:9]1)=O)(C)(C)C.CC1(C)C(C)(C)OB(C2CC[NH:34]CC=2)O1.C(O)(C(F)(F)F)=O. Given the product [CH3:21][C:16]1([CH3:22])[C:17]([CH3:20])([CH3:19])[O:18][B:14]([C:11]2[CH2:10][CH2:9][N:8]([C:6]([NH2:34])=[O:5])[CH2:13][CH:12]=2)[O:15]1, predict the reactants needed to synthesize it. (3) Given the product [Cl:30][C:31]1[CH:32]=[C:33]([C:38]2[C:46]([C:47]([NH2:49])=[O:48])=[C:41]3[CH2:42][N:43]([C:53]([NH:51][C:7]([CH3:6])([CH3:13])[CH2:4][O:3][C:2]([F:1])([F:11])[F:12])=[O:54])[CH2:44][CH2:45][N:40]3[N:39]=2)[CH:34]=[CH:35][C:36]=1[F:37], predict the reactants needed to synthesize it. The reactants are: [F:1][C:2]([F:12])([F:11])[O:3][CH:4]1[CH2:7][CH:6](C(O)=O)C1.[CH:13]1C=CC(P(N=[N+]=[N-])(C2C=CC=CC=2)=O)=CC=1.[Cl:30][C:31]1[CH:32]=[C:33]([C:38]2[C:46]([C:47]([NH2:49])=[O:48])=[C:41]3[CH2:42][NH:43][CH2:44][CH2:45][N:40]3[N:39]=2)[CH:34]=[CH:35][C:36]=1[F:37].C[N:51]([CH:53]=[O:54])C. (4) Given the product [CH3:1][N:2]1[C:6]([CH3:7])=[C:5]([C:8]([OH:17])=[O:9])[C:4](=[O:10])[N:3]1[C:11]1[CH:16]=[CH:15][CH:14]=[CH:13][CH:12]=1, predict the reactants needed to synthesize it. The reactants are: [CH3:1][N:2]1[C:6]([CH3:7])=[C:5]([CH:8]=[O:9])[C:4](=[O:10])[N:3]1[C:11]1[CH:16]=[CH:15][CH:14]=[CH:13][CH:12]=1.[O-:17][Mn](=O)(=O)=O.[K+].[OH-].[K+]. (5) Given the product [CH:12]([NH:19][P:1]([CH2:20][C:21]1[CH:26]=[CH:25][CH:24]=[CH:23][CH:22]=1)(=[O:2])[OH:5])([C:13]1[CH:14]=[CH:15][CH:16]=[CH:17][CH:18]=1)[C:6]1[CH:11]=[CH:10][CH:9]=[CH:8][CH:7]=1, predict the reactants needed to synthesize it. The reactants are: [P:1]([OH:5])(O)(O)=[O:2].[C:6]1([CH:12]([NH2:19])[C:13]2[CH:18]=[CH:17][CH:16]=[CH:15][CH:14]=2)[CH:11]=[CH:10][CH:9]=[CH:8][CH:7]=1.[CH:20](=O)[C:21]1[CH:26]=[CH:25][CH:24]=[CH:23][CH:22]=1.CCOCC.CC(C)=O. (6) Given the product [C:25]([O:29][C:30]([N:32]1[CH2:36][CH:35]([C:37]([N:19]2[CH2:20][CH2:21][CH2:22][CH:17]([CH2:16][O:15][C:12]3[CH:13]=[CH:14][C:9]([C:5]4[CH:6]=[C:7]([F:8])[C:2]([F:1])=[CH:3][C:4]=4[O:23][CH3:24])=[CH:10][CH:11]=3)[CH2:18]2)=[O:38])[CH:34]([C:41]([OH:43])=[O:42])[CH2:33]1)=[O:31])([CH3:28])([CH3:26])[CH3:27], predict the reactants needed to synthesize it. The reactants are: [F:1][C:2]1[C:7]([F:8])=[CH:6][C:5]([C:9]2[CH:14]=[CH:13][C:12]([O:15][CH2:16][CH:17]3[CH2:22][CH2:21][CH2:20][NH:19][CH2:18]3)=[CH:11][CH:10]=2)=[C:4]([O:23][CH3:24])[CH:3]=1.[C:25]([O:29][C:30]([N:32]1[CH2:36][CH:35]([C:37](OC)=[O:38])[CH:34]([C:41]([OH:43])=[O:42])[CH2:33]1)=[O:31])([CH3:28])([CH3:27])[CH3:26]. (7) Given the product [O:19]=[C:13]1[N:14]([C:2]2[CH:11]=[CH:10][C:5]([C:6]([O:8][CH3:9])=[O:7])=[CH:4][CH:3]=2)[CH2:15][CH2:16][O:12]1, predict the reactants needed to synthesize it. The reactants are: I[C:2]1[CH:11]=[CH:10][C:5]([C:6]([O:8][CH3:9])=[O:7])=[CH:4][CH:3]=1.[O:12]1[CH2:16][C:15](=O)[N:14]=[C-:13]1.C(=O)([O-])[O-:19].[K+].[K+].CNCCNC. (8) The reactants are: [NH2:1][C:2]1[N:7]=[CH:6][N:5]=[C:4]2[N:8]([CH3:27])[N:9]=[C:10]([C:11]3[CH:12]=[C:13]4[C:17](=[CH:18][CH:19]=3)[N:16](C(OC(C)(C)C)=O)[CH2:15][CH2:14]4)[C:3]=12.Cl. Given the product [NH:16]1[C:17]2[C:13](=[CH:12][C:11]([C:10]3[C:3]4[C:4](=[N:5][CH:6]=[N:7][C:2]=4[NH2:1])[N:8]([CH3:27])[N:9]=3)=[CH:19][CH:18]=2)[CH2:14][CH2:15]1, predict the reactants needed to synthesize it. (9) Given the product [Br:4][C:5]1[CH:6]=[C:7]([CH2:8][OH:9])[CH:12]=[C:13]([CH2:16][CH2:17][CH2:18][O:19][CH3:20])[C:14]=1[CH3:15], predict the reactants needed to synthesize it. The reactants are: ClCCl.[Br:4][C:5]1[CH:6]=[C:7]([CH:12]=[C:13]([CH2:16][CH2:17][CH2:18][O:19][CH3:20])[C:14]=1[CH3:15])[C:8](OC)=[O:9].